This data is from Reaction yield outcomes from USPTO patents with 853,638 reactions. The task is: Predict the reaction yield, written as a fraction of the theoretical maximum amount of product (1.0 means a 100% yield; for example, 0.34 means a 34% yield). The reactants are [Cl:1][C:2]1[N:7]=[C:6]([NH:8][CH2:9][CH:10]2[CH2:15][CH2:14][O:13][CH2:12][CH2:11]2)[CH:5]=[N:4][C:3]=1[I:16].[H-].[Na+].[C:19]([O:23][C:24](O[C:24]([O:23][C:19]([CH3:22])([CH3:21])[CH3:20])=[O:25])=[O:25])([CH3:22])([CH3:21])[CH3:20]. The catalyst is CN(C=O)C.[Cl-].[Na+].O. The product is [C:19]([O:23][C:24](=[O:25])[N:8]([C:6]1[CH:5]=[N:4][C:3]([I:16])=[C:2]([Cl:1])[N:7]=1)[CH2:9][CH:10]1[CH2:15][CH2:14][O:13][CH2:12][CH2:11]1)([CH3:22])([CH3:21])[CH3:20]. The yield is 0.550.